Dataset: Forward reaction prediction with 1.9M reactions from USPTO patents (1976-2016). Task: Predict the product of the given reaction. (1) The product is: [OH:19][C:20]1[CH:27]=[CH:26][C:23]([CH:24]=[CH:15][C:14]([C:12]2[S:13][C:9]([C:6]3[CH:5]=[CH:4][C:3]([C:2]([F:17])([F:1])[F:18])=[CH:8][CH:7]=3)=[CH:10][CH:11]=2)=[O:16])=[CH:22][CH:21]=1. Given the reactants [F:1][C:2]([F:18])([F:17])[C:3]1[CH:8]=[CH:7][C:6]([C:9]2[S:13][C:12]([C:14](=[O:16])[CH3:15])=[CH:11][CH:10]=2)=[CH:5][CH:4]=1.[OH:19][C:20]1[CH:27]=[CH:26][C:23]([CH:24]=O)=[CH:22][CH:21]=1, predict the reaction product. (2) Given the reactants Br[C:2]1[CH:13]=[CH:12][C:5]([CH2:6][N:7]2[CH2:11][CH2:10][CH2:9][CH2:8]2)=[CH:4][CH:3]=1.O1[CH2:19][CH2:18]OCC1, predict the reaction product. The product is: [N:7]1([CH2:6][C:5]2[CH:12]=[CH:13][C:2]([C:5]3[CH:6]=[N:7][CH:8]=[CH:18][CH:19]=3)=[CH:3][CH:4]=2)[CH2:11][CH2:10][CH2:9][CH2:8]1.